This data is from Forward reaction prediction with 1.9M reactions from USPTO patents (1976-2016). The task is: Predict the product of the given reaction. (1) Given the reactants COC([CH:5]1[C:12](=[O:13])[C:9]2([CH2:11][CH2:10]2)[C:8]2([CH2:15][CH2:14]2)[NH:7][C:6]1=[O:16])=O, predict the reaction product. The product is: [CH2:11]1[C:9]2([C:12](=[O:13])[CH2:5][C:6](=[O:16])[NH:7][C:8]32[CH2:14][CH2:15]3)[CH2:10]1. (2) The product is: [Cl:2][C:3]1[N:8]=[C:7]([NH:9][C:10]2[N:15]=[CH:14][C:13]3[N:16]=[C:17]([CH2:22][OH:23])[N:18]([CH:19]([CH3:20])[CH3:21])[C:12]=3[CH:11]=2)[CH:6]=[CH:5][N:4]=1. Given the reactants Cl.[Cl:2][C:3]1[N:8]=[C:7]([NH:9][C:10]2[N:15]=[CH:14][C:13]3[N:16]=[C:17]([CH2:22][O:23]C4CCCCO4)[N:18]([CH:19]([CH3:21])[CH3:20])[C:12]=3[CH:11]=2)[CH:6]=[CH:5][N:4]=1, predict the reaction product. (3) Given the reactants [OH:1][C:2]1[C:12]2[CH2:11][CH2:10][CH2:9][CH2:8][CH2:7][C:6]=2[CH:5]=[CH:4][CH:3]=1, predict the reaction product. The product is: [O:1]=[C:2]1[C:12]2[CH2:11][CH2:10][CH2:9][CH2:8][CH2:7][C:6]=2[CH2:5][CH2:4][CH2:3]1. (4) Given the reactants [H-].[Na+].[OH:3][CH2:4][C:5]1[C:13]2[C:12](=[O:14])[NH:11][C:10]([C:15]([NH:17][CH2:18][C:19]3[CH:24]=[CH:23][CH:22]=[C:21]([O:25][CH3:26])[CH:20]=3)=[O:16])=[N:9][C:8]=2[S:7][CH:6]=1.CC1C=CC(S(O[CH2:38][C@H:39]2[CH2:44][CH2:43][C@H:42]([NH:45]C(OC(C)(C)C)=O)[CH2:41][CH2:40]2)(=O)=O)=CC=1.CN(C)C=O, predict the reaction product. The product is: [NH2:45][C@H:42]1[CH2:43][CH2:44][C@H:39]([CH2:38][O:3][CH2:4][C:5]2[C:13]3[C:12](=[O:14])[NH:11][C:10]([C:15]([NH:17][CH2:18][C:19]4[CH:24]=[CH:23][CH:22]=[C:21]([O:25][CH3:26])[CH:20]=4)=[O:16])=[N:9][C:8]=3[S:7][CH:6]=2)[CH2:40][CH2:41]1. (5) Given the reactants [NH3:1].[F:2][C:3]1[CH:4]=[C:5]2[C:10](=[CH:11][CH:12]=1)[O:9][CH:8]([CH:13]1[CH2:15][O:14]1)[CH2:7][CH2:6]2, predict the reaction product. The product is: [F:2][C:3]1[CH:12]=[CH:11][C:10]2[O:9][CH:8]([CH:13]([CH2:15][NH2:1])[OH:14])[CH2:7][CH2:6][C:5]=2[CH:4]=1. (6) Given the reactants [ClH:1].C(OC([N:9]1[CH2:36][CH2:35][C:12]2([C:16](=[O:17])[N:15]([C:18]3[CH:23]=[CH:22][C:21]([CH:24]4[CH2:29][CH2:28][CH:27]([N:30]5[CH2:33][CH2:32][CH2:31]5)[CH2:26][CH2:25]4)=[CH:20][C:19]=3[F:34])[CH2:14][CH2:13]2)[CH2:11][CH2:10]1)=O)(C)(C)C, predict the reaction product. The product is: [ClH:1].[N:30]1([CH:27]2[CH2:26][CH2:25][CH:24]([C:21]3[CH:22]=[CH:23][C:18]([N:15]4[CH2:14][CH2:13][C:12]5([CH2:35][CH2:36][NH:9][CH2:10][CH2:11]5)[C:16]4=[O:17])=[C:19]([F:34])[CH:20]=3)[CH2:29][CH2:28]2)[CH2:33][CH2:32][CH2:31]1.